The task is: Predict the reactants needed to synthesize the given product.. This data is from Full USPTO retrosynthesis dataset with 1.9M reactions from patents (1976-2016). (1) Given the product [F:21][C:22]1[C:27]([O-:28])=[C:26]([F:29])[C:25]([F:30])=[C:24]([F:31])[C:23]=1[F:32].[C:15]1([S+:8]([C:2]2[CH:3]=[CH:4][CH:5]=[CH:6][CH:7]=2)[C:9]2[CH:14]=[CH:13][CH:12]=[CH:11][CH:10]=2)[CH:16]=[CH:17][CH:18]=[CH:19][CH:20]=1, predict the reactants needed to synthesize it. The reactants are: [Br-].[C:2]1([S+:8]([C:15]2[CH:20]=[CH:19][CH:18]=[CH:17][CH:16]=2)[C:9]2[CH:14]=[CH:13][CH:12]=[CH:11][CH:10]=2)[CH:7]=[CH:6][CH:5]=[CH:4][CH:3]=1.[F:21][C:22]1[C:27]([OH:28])=[C:26]([F:29])[C:25]([F:30])=[C:24]([F:31])[C:23]=1[F:32]. (2) The reactants are: [OH:1][B:2]1[C:6]2[C:7]([CH2:11][CH2:12][C:13]([OH:15])=O)=[CH:8][CH:9]=[CH:10][C:5]=2[CH2:4][O:3]1.C1N=CN(C(N2C=NC=C2)=O)C=1.[CH:28]1([S:31]([NH2:34])(=[O:33])=[O:32])[CH2:30][CH2:29]1.C1CCN2C(=NCCC2)CC1. Given the product [CH:28]1([S:31]([NH:34][C:13](=[O:15])[CH2:12][CH2:11][C:7]2[C:6]3[B:2]([OH:1])[O:3][CH2:4][C:5]=3[CH:10]=[CH:9][CH:8]=2)(=[O:33])=[O:32])[CH2:30][CH2:29]1, predict the reactants needed to synthesize it. (3) Given the product [F:18][C:15]1[CH:14]=[CH:13][C:12]([C:8]2[O:9][C:10]([CH3:11])=[C:6]([CH2:5][C:4]([OH:19])=[O:3])[N:7]=2)=[CH:17][CH:16]=1, predict the reactants needed to synthesize it. The reactants are: C([O:3][C:4](=[O:19])[CH2:5][C:6]1[N:7]=[C:8]([C:12]2[CH:17]=[CH:16][C:15]([F:18])=[CH:14][CH:13]=2)[O:9][C:10]=1[CH3:11])C.[OH-].[Na+]. (4) The reactants are: [C:1]([CH:5]1[CH2:10][CH2:9][CH:8]([N:11]([CH2:22][C:23]2[CH:31]=[CH:30][C:26]([C:27](O)=[O:28])=[CH:25][CH:24]=2)[C:12]2[N:16]([CH3:17])[C:15]3[CH:18]=[CH:19][CH:20]=[CH:21][C:14]=3[N:13]=2)[CH2:7][CH2:6]1)([CH3:4])([CH3:3])[CH3:2].O.[NH:33]1[C:37]([NH2:38])=[N:36][N:35]=[N:34]1.C1C=CC2N(O)N=NC=2C=1.C(Cl)CCl.CCN(C(C)C)C(C)C. Given the product [C:1]([CH:5]1[CH2:10][CH2:9][CH:8]([N:11]([CH2:22][C:23]2[CH:31]=[CH:30][C:26]([C:27]([NH:38][C:37]3[NH:36][N:35]=[N:34][N:33]=3)=[O:28])=[CH:25][CH:24]=2)[C:12]2[N:16]([CH3:17])[C:15]3[CH:18]=[CH:19][CH:20]=[CH:21][C:14]=3[N:13]=2)[CH2:7][CH2:6]1)([CH3:4])([CH3:3])[CH3:2], predict the reactants needed to synthesize it. (5) Given the product [ClH:21].[CH3:34][C:30]1[N:29]([CH2:28][C:24]2[N:25]=[N:26][CH:27]=[C:22]([C:9]3[C:18]4[C:13](=[CH:14][CH:15]=[CH:16][CH:17]=4)[C:12]([CH3:19])=[CH:11][CH:10]=3)[CH:23]=2)[CH:33]=[CH:32][N:31]=1, predict the reactants needed to synthesize it. The reactants are: CC1(C)C(C)(C)OB([C:9]2[C:18]3[C:13](=[CH:14][CH:15]=[CH:16][CH:17]=3)[C:12]([CH3:19])=[CH:11][CH:10]=2)O1.[Cl:21][C:22]1[CH:23]=[C:24]([CH2:28][N:29]2[CH:33]=[CH:32][N:31]=[C:30]2[CH3:34])[N:25]=[N:26][CH:27]=1. (6) Given the product [Cl:26][C:23]1[CH:24]=[CH:25][C:20]([C:18]([NH:17][CH:13]([CH2:12][C:7]2[C:5]3[C:4](=[CH:3][CH:2]=[CH:1][CH:6]=3)[NH:11][C:9](=[O:10])[CH:8]=2)[C:14]([O:16][CH2:37][CH2:38][CH2:39][CH2:40][N:41]2[CH2:46][CH2:45][N:44]([C:47]3[CH:52]=[CH:51][CH:50]=[C:49]([Cl:53])[CH:48]=3)[CH2:43][CH2:42]2)=[O:15])=[O:19])=[CH:21][CH:22]=1, predict the reactants needed to synthesize it. The reactants are: [CH:1]1[CH:2]=[CH:3][C:4]2[NH:11][C:9](=[O:10])[CH:8]=[C:7]([CH2:12][CH:13]([NH:17][C:18]([C:20]3[CH:21]=[CH:22][C:23]([Cl:26])=[CH:24][CH:25]=3)=[O:19])[C:14]([OH:16])=[O:15])[C:5]=2[CH:6]=1.C1(C)C(S(O[CH2:37][CH2:38][CH2:39][CH2:40][N:41]2[CH2:46][CH2:45][N:44]([C:47]3[CH:52]=[CH:51][CH:50]=[C:49]([Cl:53])[CH:48]=3)[CH2:43][CH2:42]2)(=O)=O)=CC=CC=1. (7) Given the product [Br:1][C:2]1[CH:3]=[C:4]2[C:9](=[CH:10][CH:11]=1)[N:8]=[C:7]([NH:12][CH3:13])[N:6]=[C:5]2[Cl:28], predict the reactants needed to synthesize it. The reactants are: [Br:1][C:2]1[CH:3]=[C:4]2[C:9](=[CH:10][CH:11]=1)[NH:8][C:7]([NH:12][CH3:13])=[N:6][C:5]2=O.CN(C)C1C=CC=CC=1.[OH-].[Na+].P(Cl)(Cl)([Cl:28])=O. (8) Given the product [Cl:25][C:21]1[CH:20]=[C:19]2[C:24]([C:16]([NH:14][CH:10]([CH2:9][C:6]3[CH:5]=[CH:4][CH:3]=[CH:8][CH:7]=3)[C:11]([OH:13])=[O:12])([CH2:27][C:28]3[CH:33]=[CH:32][CH:31]=[C:30]([Cl:34])[CH:29]=3)[C:17](=[O:26])[NH:18]2)=[CH:23][CH:22]=1, predict the reactants needed to synthesize it. The reactants are: [OH-].[Na+].[CH:3]1[CH:8]=[CH:7][C:6]([CH2:9][C@H:10]([NH2:14])[C:11]([OH:13])=[O:12])=[CH:5][CH:4]=1.Cl[C:16]1([CH2:27][C:28]2[CH:33]=[CH:32][CH:31]=[C:30]([Cl:34])[CH:29]=2)[C:24]2[C:19](=[CH:20][C:21]([Cl:25])=[CH:22][CH:23]=2)[NH:18][C:17]1=[O:26]. (9) Given the product [C:9]([N:12]1[CH2:17][C:16](=[O:18])[NH:15]/[C:14](=[CH:1]\[C:2]2[CH:7]=[CH:6][CH:5]=[CH:4][CH:3]=2)/[C:13]1=[O:22])(=[O:11])[CH3:10], predict the reactants needed to synthesize it. The reactants are: [CH:1](=O)[C:2]1[CH:7]=[CH:6][CH:5]=[CH:4][CH:3]=1.[C:9]([N:12]1[CH2:17][C:16](=[O:18])[N:15](C(=O)C)[CH2:14][C:13]1=[O:22])(=[O:11])[CH3:10].C([O-])([O-])=O.[Cs+].[Cs+]. (10) Given the product [F:24][C:25]([F:36])([F:35])[C:26]1[CH:31]=[CH:30][CH:29]=[CH:28][C:27]=1[C:2]1[CH:3]=[C:4]2[C:8]3=[C:9]([CH2:11][CH2:12][N:7]3[C@H:6]3[CH2:13][CH2:14][N:15]([C:17]([O:19][C:20]([CH3:21])([CH3:22])[CH3:23])=[O:18])[CH2:16][C@@H:5]23)[CH:10]=1, predict the reactants needed to synthesize it. The reactants are: Br[C:2]1[CH:3]=[C:4]2[C:8]3=[C:9]([CH2:11][CH2:12][N:7]3[C@H:6]3[CH2:13][CH2:14][N:15]([C:17]([O:19][C:20]([CH3:23])([CH3:22])[CH3:21])=[O:18])[CH2:16][C@@H:5]23)[CH:10]=1.[F:24][C:25]([F:36])([F:35])[C:26]1[CH:31]=[CH:30][CH:29]=[CH:28][C:27]=1B(O)O.